From a dataset of Forward reaction prediction with 1.9M reactions from USPTO patents (1976-2016). Predict the product of the given reaction. (1) Given the reactants [Cl:1][C:2]1[C:3]2[CH:14]=[CH:13][CH:12]=[CH:11][C:4]=2[S:5][C:6]=1[CH2:7][CH2:8][CH:9]=[O:10].[C:15]([Mg]Br)#[CH:16].[NH4+].[Cl-], predict the reaction product. The product is: [Cl:1][C:2]1[C:3]2[CH:14]=[CH:13][CH:12]=[CH:11][C:4]=2[S:5][C:6]=1[CH2:7][CH2:8][CH:9]([OH:10])[C:15]#[CH:16]. (2) Given the reactants C[O:2][C:3](=O)[CH:4]=[CH:5][CH:6]=[CH:7][CH2:8][S:9]([C:11]1[CH:16]=[CH:15][C:14]([Cl:17])=[CH:13][CH:12]=1)=[O:10].[NH2:19][OH:20].[OH-].[K+].CO, predict the reaction product. The product is: [OH:20][NH:19][C:3](=[O:2])[CH:4]=[CH:5][CH:6]=[CH:7][CH2:8][S:9]([C:11]1[CH:16]=[CH:15][C:14]([Cl:17])=[CH:13][CH:12]=1)=[O:10]. (3) Given the reactants [CH3:1][O:2][CH2:3][CH2:4][N:5]1[C:13]2[C:8](=[C:9]([CH3:14])[CH:10]=[CH:11][CH:12]=2)[C:7]([C:15]([OH:17])=O)=[CH:6]1.Cl.[F:19][C:20]([F:39])([F:38])[C:21]([NH:23][CH2:24][C:25]1[CH:30]=[CH:29][C:28]([F:31])=[C:27]([CH:32]2[CH2:37][CH2:36][NH:35][CH2:34][CH2:33]2)[CH:26]=1)=[O:22], predict the reaction product. The product is: [F:38][C:20]([F:19])([F:39])[C:21]([NH:23][CH2:24][C:25]1[CH:30]=[CH:29][C:28]([F:31])=[C:27]([CH:32]2[CH2:37][CH2:36][N:35]([C:15]([C:7]3[C:8]4[C:13](=[CH:12][CH:11]=[CH:10][C:9]=4[CH3:14])[N:5]([CH2:4][CH2:3][O:2][CH3:1])[CH:6]=3)=[O:17])[CH2:34][CH2:33]2)[CH:26]=1)=[O:22]. (4) Given the reactants [O:1]1[C:10]2[C:9]3[CH:11]=[CH:12][C:13]([N:15]4[CH2:19][C@H:18]([CH2:20][NH:21][C:22](=O)[CH3:23])[O:17][C:16]4=[O:25])=[CH:14][C:8]=3[CH2:7][CH2:6][CH2:5][C:4]=2[CH:3]=[N:2]1.COC1C=CC(P2(SP(C3C=CC(OC)=CC=3)(=S)S2)=[S:35])=CC=1, predict the reaction product. The product is: [O:1]1[C:10]2[C:9]3[CH:11]=[CH:12][C:13]([N:15]4[CH2:19][C@H:18]([CH2:20][NH:21][C:22](=[S:35])[CH3:23])[O:17][C:16]4=[O:25])=[CH:14][C:8]=3[CH2:7][CH2:6][CH2:5][C:4]=2[CH:3]=[N:2]1. (5) Given the reactants [F:1][C:2]1[CH:7]=[CH:6][C:5]([C:8]2[N:12]=[C:11]([S:13][CH3:14])[N:10]([CH2:15][CH2:16][O:17][CH3:18])[C:9]=2[C:19]2[CH:24]=[CH:23][N:22]=[C:21]([NH:25][CH:26]3[CH2:31][CH2:30][CH:29]([OH:32])[CH2:28][CH2:27]3)[CH:20]=2)=[CH:4][CH:3]=1.[OH:33]O.N, predict the reaction product. The product is: [F:1][C:2]1[CH:3]=[CH:4][C:5]([C:8]2[N:12]=[C:11]([S:13]([CH3:14])=[O:33])[N:10]([CH2:15][CH2:16][O:17][CH3:18])[C:9]=2[C:19]2[CH:24]=[CH:23][N:22]=[C:21]([NH:25][CH:26]3[CH2:27][CH2:28][CH:29]([OH:32])[CH2:30][CH2:31]3)[CH:20]=2)=[CH:6][CH:7]=1.